Dataset: HIV replication inhibition screening data with 41,000+ compounds from the AIDS Antiviral Screen. Task: Binary Classification. Given a drug SMILES string, predict its activity (active/inactive) in a high-throughput screening assay against a specified biological target. (1) The drug is COc1ccc(-c2nc(-c3cnccn3)n(C3OC(CO)C(O)C3O)n2)cc1. The result is 0 (inactive). (2) The compound is CCOc1cc2c[n+](C)c3c4cc(OC)c(OC)cc4ccc3c2cc1OC.[Cl-]. The result is 0 (inactive). (3) The result is 0 (inactive). The molecule is CCCCCCCCCCCCCCCC[n+]1ccc2c(c1)Sc1cc[n+](CCCCCCCCCCCCCCCC)cc1S2. (4) The compound is Brc1ccc(N=Nc2ccc3ccccc3n2)cc1. The result is 0 (inactive). (5) The compound is CCN1CN(c2ccccc2)C2(CCN(CC3COc4ccccc4O3)CC2)C1=O. The result is 0 (inactive). (6) The result is 0 (inactive). The molecule is Nc1ccc2c(c1)S(=O)(=O)c1cc(N)ccc1-2. (7) The drug is COc1ccccc1N1CCCSC1=Nc1ccccc1. The result is 1 (active). (8) The compound is CC1CC(c2ccccc2)Nc2nc3ccccc3n21. The result is 0 (inactive).